Dataset: Full USPTO retrosynthesis dataset with 1.9M reactions from patents (1976-2016). Task: Predict the reactants needed to synthesize the given product. (1) Given the product [C:1]([O:5][C:6]([NH:8][C@H:9]1[C@@H:13]2[C@@H:14]3[C@@:27]([CH3:30])([CH2:28][CH2:29][C@@:12]2([C:46]([OH:48])=[O:47])[CH2:11][CH2:10]1)[C@@:26]1([CH3:31])[C@@H:17]([C@:18]2([CH3:45])[C@@H:23]([CH2:24][CH2:25]1)[C:22]([CH3:33])([CH3:32])[C:21]([C:34]1[CH2:39][CH2:38][CH:37]([C:40]([OH:42])=[O:41])[CH2:36][CH:35]=1)=[CH:20][CH2:19]2)[CH2:16][CH2:15]3)=[O:7])([CH3:2])([CH3:3])[CH3:4], predict the reactants needed to synthesize it. The reactants are: [C:1]([O:5][C:6]([NH:8][C@H:9]1[C@@H:13]2[C@@H:14]3[C@@:27]([CH3:30])([CH2:28][CH2:29][C@@:12]2([C:46]([OH:48])=[O:47])[CH2:11][CH2:10]1)[C@@:26]1([CH3:31])[C@@H:17]([C@:18]2([CH3:45])[C@@H:23]([CH2:24][CH2:25]1)[C:22]([CH3:33])([CH3:32])[C:21]([C:34]1[CH2:39][CH2:38][CH:37]([C:40]([O:42]CC)=[O:41])[CH2:36][CH:35]=1)=[CH:20][CH2:19]2)[CH2:16][CH2:15]3)=[O:7])([CH3:4])([CH3:3])[CH3:2].[OH-].[Na+]. (2) Given the product [CH3:1][C:2]1([CH3:3])[CH:4]=[CH:5][C:12]2[C:7](=[CH:8][CH:9]=[C:10]([NH2:13])[CH:11]=2)[O:6]1, predict the reactants needed to synthesize it. The reactants are: [CH3:1][C:2]([O:6][C:7]1[CH:12]=[CH:11][C:10]([N+:13]([O-])=O)=[CH:9][CH:8]=1)([C:4]#[CH:5])[CH3:3].CC1(C)C=CC2C(=CC=C([N+]([O-])=O)C=2)O1. (3) Given the product [N:35]1[C:27]([C:26]2[C:21]([NH:20][C:15]3[C:14]([F:42])=[C:13]([NH:12][S:9]([C:4]4[CH:5]=[CH:6][CH:7]=[CH:8][C:3]=4[Cl:2])(=[O:11])=[O:10])[CH:18]=[CH:17][C:16]=3[F:19])=[N:22][CH:23]=[CH:24][CH:25]=2)=[C:28]2[C:32]([NH:31][CH:30]=[N:29]2)=[N:33][CH:34]=1, predict the reactants needed to synthesize it. The reactants are: Cl.[Cl:2][C:3]1[CH:8]=[CH:7][CH:6]=[CH:5][C:4]=1[S:9]([NH:12][C:13]1[CH:18]=[CH:17][C:16]([F:19])=[C:15]([NH:20][C:21]2[C:26]([C:27]3[N:35]=[CH:34][N:33]=[C:32]4[C:28]=3[N:29]=[CH:30][N:31]4C3CCCCO3)=[CH:25][CH:24]=[CH:23][N:22]=2)[C:14]=1[F:42])(=[O:11])=[O:10]. (4) Given the product [C:30]([O:34][C:35]([N:37]1[CH2:42][CH2:41][N:40]([C:43]2[CH:48]=[CH:47][C:46]([O:18][CH2:17][C@@H:16]3[O:29][C:6]4=[N:10][C:9]([N+:11]([O-:13])=[O:12])=[CH:8][N:7]4[CH2:14][CH2:15]3)=[CH:45][CH:44]=2)[CH2:39][CH2:38]1)=[O:36])([CH3:33])([CH3:31])[CH3:32], predict the reactants needed to synthesize it. The reactants are: [O-]CC.[Na+].Cl[C:6]1[N:7]([CH2:14][CH2:15][C@@H:16]([OH:29])[CH2:17][O:18]S(C2C=CC(C)=CC=2)(=O)=O)[CH:8]=[C:9]([N+:11]([O-:13])=[O:12])[N:10]=1.[C:30]([O:34][C:35]([N:37]1[CH2:42][CH2:41][N:40]([C:43]2[CH:48]=[CH:47][C:46](O)=[CH:45][CH:44]=2)[CH2:39][CH2:38]1)=[O:36])([CH3:33])([CH3:32])[CH3:31].P([O-])([O-])([O-])=O.[K+].[K+].[K+].[H-].[Na+]. (5) Given the product [CH3:1][O:2][C:3](=[O:66])[NH:4][CH:5]([CH:60]1[CH2:65][CH2:64][N:63]([S:77]([CH3:76])(=[O:79])=[O:78])[CH2:62][CH2:61]1)[C:6]([N:8]1[CH2:12][CH2:11][CH2:10][CH:9]1[C:13]1[NH:17][C:16]2[C:18]3[C:23]([CH2:24][CH2:25][C:15]=2[N:14]=1)=[CH:22][C:21]([C:26]1[CH:35]=[CH:34][C:33]2[C:28](=[CH:29][CH:30]=[C:31]([C:36]4[NH:37][C:38]([CH:41]5[CH2:45][CH2:44][CH2:43][N:42]5[C:46](=[O:59])[CH:47]([NH:54][C:55]([O:57][CH3:58])=[O:56])[C:48]5[CH:49]=[CH:50][CH:51]=[CH:52][CH:53]=5)=[N:39][CH:40]=4)[CH:32]=2)[CH:27]=1)=[CH:20][CH:19]=3)=[O:7], predict the reactants needed to synthesize it. The reactants are: [CH3:1][O:2][C:3](=[O:66])[NH:4][CH:5]([CH:60]1[CH2:65][CH2:64][NH:63][CH2:62][CH2:61]1)[C:6]([N:8]1[CH2:12][CH2:11][CH2:10][CH:9]1[C:13]1[NH:17][C:16]2[C:18]3[C:23]([CH2:24][CH2:25][C:15]=2[N:14]=1)=[CH:22][C:21]([C:26]1[CH:35]=[CH:34][C:33]2[C:28](=[CH:29][CH:30]=[C:31]([C:36]4[NH:37][C:38]([CH:41]5[CH2:45][CH2:44][CH2:43][N:42]5[C:46](=[O:59])[CH:47]([NH:54][C:55]([O:57][CH3:58])=[O:56])[C:48]5[CH:53]=[CH:52][CH:51]=[CH:50][CH:49]=5)=[N:39][CH:40]=4)[CH:32]=2)[CH:27]=1)=[CH:20][CH:19]=3)=[O:7].CCN(C(C)C)C(C)C.[CH3:76][S:77](O[S:77]([CH3:76])(=[O:79])=[O:78])(=[O:79])=[O:78]. (6) Given the product [NH2:27][CH2:28][C@@H:29]([N:37]1[C:9](=[O:11])[C:8]2[CH:7]=[N:6][C:5]([C:14]3[N:18]([CH3:19])[N:17]=[CH:16][C:15]=3[Cl:20])=[N:4][C:3]=2[CH2:2]1)[CH2:30][C:31]1[CH:32]=[CH:33][CH:34]=[CH:35][CH:36]=1, predict the reactants needed to synthesize it. The reactants are: Br[CH2:2][C:3]1[C:8]([C:9]([O:11]CC)=O)=[CH:7][N:6]=[C:5]([C:14]2[N:18]([CH3:19])[N:17]=[CH:16][C:15]=2[Cl:20])[N:4]=1.C(OC(=O)[NH:27][CH2:28][C@@H:29]([NH2:37])[CH2:30][C:31]1[CH:36]=[CH:35][CH:34]=[CH:33][CH:32]=1)(C)(C)C.C(N(CC)C(C)C)(C)C.Cl. (7) The reactants are: [C:1]([O:5][C:6]([N:8]1[CH2:13][CH2:12][CH:11]([C:14]2[CH:19]=[CH:18][C:17]([C:20](=[O:22])[NH2:21])=[C:16]([C:23]3[CH:28]=[CH:27][C:26]([C:29]([O:31]C)=[O:30])=[CH:25][CH:24]=3)[N:15]=2)[CH2:10][CH2:9]1)=[O:7])([CH3:4])([CH3:3])[CH3:2].[Li+].[OH-]. Given the product [C:1]([O:5][C:6]([N:8]1[CH2:9][CH2:10][CH:11]([C:14]2[N:15]=[C:16]([C:23]3[CH:24]=[CH:25][C:26]([C:29]([OH:31])=[O:30])=[CH:27][CH:28]=3)[C:17]([C:20](=[O:22])[NH2:21])=[CH:18][CH:19]=2)[CH2:12][CH2:13]1)=[O:7])([CH3:4])([CH3:2])[CH3:3], predict the reactants needed to synthesize it. (8) Given the product [O:4]=[C:5]1[CH2:6][CH2:7][N:8]([C:11]2[CH:19]=[CH:18][C:14]([C:15]([OH:17])=[O:16])=[CH:13][CH:12]=2)[CH2:9][CH2:10]1, predict the reactants needed to synthesize it. The reactants are: O1[C:5]2([CH2:10][CH2:9][N:8]([C:11]3[CH:19]=[CH:18][C:14]([C:15]([OH:17])=[O:16])=[CH:13][CH:12]=3)[CH2:7][CH2:6]2)[O:4]CC1.[OH-].[NH4+]. (9) Given the product [C:1]([C:4]1[CH:5]=[C:6]2[C:11](=[O:12])[N:15]([CH2:16][CH2:17][CH2:18][C:19]([OH:21])=[O:20])[C:8](=[O:10])[C:7]2=[CH:13][CH:14]=1)([OH:3])=[O:2], predict the reactants needed to synthesize it. The reactants are: [C:1]([C:4]1[CH:5]=[C:6]2[C:11](=[O:12])[O:10][C:8](=O)[C:7]2=[CH:13][CH:14]=1)([OH:3])=[O:2].[NH2:15][CH2:16][CH2:17][CH2:18][C:19]([OH:21])=[O:20].